From a dataset of Reaction yield outcomes from USPTO patents with 853,638 reactions. Predict the reaction yield, written as a fraction of the theoretical maximum amount of product (1.0 means a 100% yield; for example, 0.34 means a 34% yield). (1) The reactants are C[O:2][C:3]1[CH:4]=[CH:5][C:6]2[CH2:10][O:9][B:8]([OH:11])[C:7]=2[CH:12]=1.B(Br)(Br)Br. The catalyst is ClCCl. The product is [B:8]1([OH:11])[C:7]2[CH:12]=[C:3]([OH:2])[CH:4]=[CH:5][C:6]=2[CH2:10][O:9]1. The yield is 0.996. (2) The reactants are [F:1][C:2]1[CH:10]=[C:9]2[C:5]([CH2:6][CH2:7][NH:8]2)=[CH:4][CH:3]=1.O=[CH:12][C:13]1[CH:21]=[CH:20][C:17]([O:18][CH3:19])=[C:15]([OH:16])[CH:14]=1.C(O[BH-](OC(=O)C)OC(=O)C)(=O)C.[Na+]. The product is [F:1][C:2]1[CH:10]=[C:9]2[C:5]([CH2:6][CH2:7][N:8]2[CH2:12][C:13]2[CH:21]=[CH:20][C:17]([O:18][CH3:19])=[C:15]([OH:16])[CH:14]=2)=[CH:4][CH:3]=1. The yield is 0.540. The catalyst is ClCCl. (3) The reactants are [Cl:1][C:2]1[CH:7]=[C:6]([CH3:8])[CH:5]=[CH:4][C:3]=1[C:9]([F:12])([F:11])[F:10].[Br:13]N1C(=O)CCC1=O.C(OOC(=O)C1C=CC=CC=1)(=O)C1C=CC=CC=1. The catalyst is C(Cl)(Cl)(Cl)Cl.C(OOC(=O)C1C=CC=CC=1)(=O)C1C=CC=CC=1. The product is [Cl:1][C:2]1[CH:7]=[C:6]([CH:5]=[CH:4][C:3]=1[C:9]([F:10])([F:11])[F:12])[CH2:8][Br:13]. The yield is 0.800.